The task is: Predict the product of the given reaction.. This data is from Forward reaction prediction with 1.9M reactions from USPTO patents (1976-2016). (1) Given the reactants Cl[C:2]1[N:3]=[C:4]2[CH:9]=[CH:8][CH:7]=[CH:6][N:5]2[C:10]=1C(OCC)=O.[H-].[Na+].[CH2:18]([N:20]1[C:28]2[C:23](=[N:24][CH:25]=[CH:26][CH:27]=2)[N:22]([C:29]2[CH:34]=[CH:33][C:32]([OH:35])=[CH:31][CH:30]=2)[C:21]1=[O:36])[CH3:19].[Cl-].[Cl-].[Ca+2], predict the reaction product. The product is: [CH2:18]([N:20]1[C:28]2[C:23](=[N:24][CH:25]=[CH:26][CH:27]=2)[N:22]([C:29]2[CH:30]=[CH:31][C:32]([O:35][C:2]3[N:3]=[C:4]4[CH:9]=[CH:8][CH:7]=[CH:6][N:5]4[CH:10]=3)=[CH:33][CH:34]=2)[C:21]1=[O:36])[CH3:19]. (2) Given the reactants [CH:1]([O:4][C:5](=[O:31])[C:6]1[CH:11]=[CH:10][C:9]([C:12]#[C:13][C:14]2[CH:19]=[CH:18][C:17]([CH2:20][C:21]([O:23]C)=[O:22])=[CH:16][CH:15]=2)=[CH:8][C:7]=1[CH2:25][N:26]([CH:28]1[CH2:30][CH2:29]1)[CH3:27])([CH3:3])[CH3:2].O1CCC[CH2:33]1.O.O.[OH-].[Li+], predict the reaction product. The product is: [CH:1]([O:4][C:5](=[O:31])[C:6]1[CH:11]=[CH:10][C:9]([C:12]#[C:13][C:14]2[CH:19]=[CH:18][C:17]([CH:20]([C:21]([OH:23])=[O:22])[CH3:33])=[CH:16][CH:15]=2)=[CH:8][C:7]=1[CH2:25][N:26]([CH:28]1[CH2:29][CH2:30]1)[CH3:27])([CH3:2])[CH3:3]. (3) Given the reactants P(OCC)(OCC)(OCC)=O.O=P12OP3(OP(OP(O3)(O1)=O)(=O)O2)=O.[CH:26]([C:28]1[CH:35]=[CH:34][C:31]([C:32]#[N:33])=[CH:30][C:29]=1[S:36]([CH:39]([CH3:41])[CH3:40])(=[O:38])=[O:37])=O.[F:42][C:43]([F:55])([F:54])[C:44]1[CH:45]=[C:46]([NH:50][C:51]([NH2:53])=[O:52])[CH:47]=[CH:48][CH:49]=1.[C:56]([O:62][CH2:63][CH:64]=[CH2:65])(=[O:61])[CH2:57][C:58]([CH3:60])=O, predict the reaction product. The product is: [C:32]([C:31]1[CH:34]=[CH:35][C:28]([CH:26]2[C:57]([C:56]([O:62][CH2:63][CH:64]=[CH2:65])=[O:61])=[C:58]([CH3:60])[N:50]([C:46]3[CH:47]=[CH:48][CH:49]=[C:44]([C:43]([F:54])([F:55])[F:42])[CH:45]=3)[C:51](=[O:52])[NH:53]2)=[C:29]([S:36]([CH:39]([CH3:41])[CH3:40])(=[O:38])=[O:37])[CH:30]=1)#[N:33].